Predict the product of the given reaction. From a dataset of Forward reaction prediction with 1.9M reactions from USPTO patents (1976-2016). (1) Given the reactants C([O:3][C:4]([CH2:6][CH2:7][CH2:8][CH:9]1[CH2:14][CH2:13][N:12]([C:15]([O:17][C:18]([CH3:21])([CH3:20])[CH3:19])=[O:16])[CH2:11][CH2:10]1)=O)C.C([NH2:24])=O.[O-]CC.[Na+], predict the reaction product. The product is: [C:4]([CH2:6][CH2:7][CH2:8][CH:9]1[CH2:14][CH2:13][N:12]([C:15]([O:17][C:18]([CH3:21])([CH3:20])[CH3:19])=[O:16])[CH2:11][CH2:10]1)(=[O:3])[NH2:24]. (2) Given the reactants [Cl:1][C:2]1[CH:7]=[CH:6][C:5]([C:8]([N:16]2[C:24]3[C:19](=[C:20]([NH:25][C:26](=[O:32])[O:27][C:28]([CH3:31])([CH3:30])[CH3:29])[CH:21]=[CH:22][CH:23]=3)[CH:18]=[CH:17]2)([C:11]2[CH:15]=[N:14][NH:13][N:12]=2)[CH2:9][CH3:10])=[CH:4][CH:3]=1.C(=O)([O-])[O-].[K+].[K+].I[CH2:40][CH3:41], predict the reaction product. The product is: [Cl:1][C:2]1[CH:3]=[CH:4][C:5]([C:8]([N:16]2[C:24]3[C:19](=[C:20]([NH:25][C:26](=[O:32])[O:27][C:28]([CH3:31])([CH3:30])[CH3:29])[CH:21]=[CH:22][CH:23]=3)[CH:18]=[CH:17]2)([C:11]2[CH:15]=[N:14][N:13]([CH2:40][CH3:41])[N:12]=2)[CH2:9][CH3:10])=[CH:6][CH:7]=1. (3) Given the reactants [Si]([O:8][CH2:9][C:10]1[CH:15]=[CH:14][N:13]=[C:12]([C:16]#[N:17])[CH:11]=1)(C(C)(C)C)(C)C.S(=O)(=O)(O)O, predict the reaction product. The product is: [OH:8][CH2:9][C:10]1[CH:15]=[CH:14][N:13]=[C:12]([C:16]#[N:17])[CH:11]=1. (4) Given the reactants [OH:1][C:2]1[CH:9]=[CH:8][C:7]([OH:10])=[CH:6][C:3]=1[CH:4]=[O:5].C1C(=O)N([Cl:18])C(=O)C1.OS([O-])=O.[Na+], predict the reaction product. The product is: [Cl:18][C:6]1[C:7]([OH:10])=[CH:8][CH:9]=[C:2]([OH:1])[C:3]=1[CH:4]=[O:5]. (5) The product is: [ClH:1].[Cl:1][C:2]1[CH:7]=[CH:6][C:5]([C@@H:8]2[O:14][CH2:13][CH2:12][NH:11][CH2:10][C@H:9]2[CH2:22][NH:23][C:24](=[O:30])[CH2:25][O:26][CH:27]([CH3:28])[CH3:29])=[CH:4][C:3]=1[F:31]. Given the reactants [Cl:1][C:2]1[CH:7]=[CH:6][C:5]([C@@H:8]2[O:14][CH2:13][CH2:12][N:11](C(OC(C)(C)C)=O)[CH2:10][C@H:9]2[CH2:22][NH:23][C:24](=[O:30])[CH2:25][O:26][CH:27]([CH3:29])[CH3:28])=[CH:4][C:3]=1[F:31].C(OCC)(=O)C.Cl, predict the reaction product.